From a dataset of Peptide-MHC class I binding affinity with 185,985 pairs from IEDB/IMGT. Regression. Given a peptide amino acid sequence and an MHC pseudo amino acid sequence, predict their binding affinity value. This is MHC class I binding data. (1) The peptide sequence is LMELPVKTDI. The MHC is HLA-A02:02 with pseudo-sequence HLA-A02:02. The binding affinity (normalized) is 0.323. (2) The peptide sequence is RPLKEKEENL. The MHC is HLA-B08:01 with pseudo-sequence HLA-B08:01. The binding affinity (normalized) is 0.306. (3) The peptide sequence is VEITPYKPTW. The MHC is HLA-B53:01 with pseudo-sequence HLA-B53:01. The binding affinity (normalized) is 0. (4) The peptide sequence is LISACKDGKR. The MHC is HLA-A68:01 with pseudo-sequence HLA-A68:01. The binding affinity (normalized) is 0.106. (5) The peptide sequence is TAFTIPST. The MHC is HLA-A26:01 with pseudo-sequence HLA-A26:01. The binding affinity (normalized) is 0. (6) The peptide sequence is DTVLEEMNL. The MHC is HLA-B44:02 with pseudo-sequence HLA-B44:02. The binding affinity (normalized) is 0.00979.